The task is: Predict the reactants needed to synthesize the given product.. This data is from Full USPTO retrosynthesis dataset with 1.9M reactions from patents (1976-2016). (1) Given the product [CH2:1]([N:3]([CH:26]1[CH2:27][CH2:28][O:29][CH2:30][CH2:31]1)[C:4]1[S:8][C:7]([CH:9]2[CH2:13][CH2:12][N:11]([C:14]([O:16][C:17]([CH3:20])([CH3:18])[CH3:19])=[O:15])[CH2:10]2)=[C:6]([C:21]([O:23][CH3:24])=[O:22])[C:5]=1[CH3:25])[CH3:2], predict the reactants needed to synthesize it. The reactants are: [CH2:1]([N:3]([CH:26]1[CH2:31][CH2:30][O:29][CH2:28][CH2:27]1)[C:4]1[S:8][C:7]([C:9]2[CH2:10][N:11]([C:14]([O:16][C:17]([CH3:20])([CH3:19])[CH3:18])=[O:15])[CH2:12][CH:13]=2)=[C:6]([C:21]([O:23][CH3:24])=[O:22])[C:5]=1[CH3:25])[CH3:2]. (2) Given the product [CH3:25][O:26][C:27](=[O:37])[C:28]1[CH:29]=[C:30]([CH3:36])[C:31]([O:15][CH2:14][CH:13]([C:12]2[N:8]([C:5]3[CH:4]=[CH:3][C:2]([Cl:1])=[CH:7][CH:6]=3)[N:9]=[C:10]3[CH2:24][CH2:23][CH2:22][C:11]=23)[CH:16]2[CH2:21][CH2:20][CH2:19][CH2:18][CH2:17]2)=[C:32]([CH3:34])[CH:33]=1, predict the reactants needed to synthesize it. The reactants are: [Cl:1][C:2]1[CH:7]=[CH:6][C:5]([N:8]2[C:12]([CH:13]([CH:16]3[CH2:21][CH2:20][CH2:19][CH2:18][CH2:17]3)[CH2:14][OH:15])=[C:11]3[CH2:22][CH2:23][CH2:24][C:10]3=[N:9]2)=[CH:4][CH:3]=1.[CH3:25][O:26][C:27](=[O:37])[C:28]1[CH:33]=[C:32]([CH3:34])[C:31](O)=[C:30]([CH3:36])[CH:29]=1.C1(P(C2C=CC=CC=2)C2C=CC=CC=2)C=CC=CC=1.N(C(OC(C)(C)C)=O)=NC(OC(C)(C)C)=O. (3) Given the product [Cl:1][C:2]1[C:3]([C:14]2[CH:15]=[CH:16][C:11]([Cl:10])=[CH:12][CH:13]=2)=[CH:4][C:5]([F:8])=[N:6][CH:7]=1, predict the reactants needed to synthesize it. The reactants are: [Cl:1][C:2]1[C:3](I)=[CH:4][C:5]([F:8])=[N:6][CH:7]=1.[Cl:10][C:11]1[CH:16]=[CH:15][C:14](B(O)O)=[CH:13][CH:12]=1. (4) Given the product [F:10][C:8]([F:9])([F:11])[C:6]1[CH:5]=[C:4]([NH:12][C:13]2[C:22]3[C:17](=[CH:18][CH:19]=[CH:20][CH:21]=3)[C:16]([C:23]3[CH:32]=[CH:31][C:26]([C:27]([O:29][CH3:30])=[O:28])=[CH:25][CH:24]=3)=[N:15][N:14]=2)[CH:3]=[C:2]([CH:33]=[CH2:34])[CH:7]=1, predict the reactants needed to synthesize it. The reactants are: Br[C:2]1[CH:3]=[C:4]([NH:12][C:13]2[C:22]3[C:17](=[CH:18][CH:19]=[CH:20][CH:21]=3)[C:16]([C:23]3[CH:32]=[CH:31][C:26]([C:27]([O:29][CH3:30])=[O:28])=[CH:25][CH:24]=3)=[N:15][N:14]=2)[CH:5]=[C:6]([C:8]([F:11])([F:10])[F:9])[CH:7]=1.[CH2:33]([Sn](CCCC)(CCCC)C=C)[CH2:34]CC.CC1(C)C2C(=C(P(C3C=CC=CC=3)C3C=CC=CC=3)C=CC=2)OC2C(P(C3C=CC=CC=3)C3C=CC=CC=3)=CC=CC1=2.C(N(CC)CC)C.N12CCCN=C1CCCCC2.II.ClCCl. (5) Given the product [F:29][CH:27]([F:28])[C:19]1[N:18]([C:16]2[CH:15]=[C:14]([N:30]3[CH2:35][CH2:34][O:33][CH2:32][CH2:31]3)[N:13]=[C:12]([NH:11][CH2:10][C:5]34[CH2:6][CH2:7][C:2]([NH:1][CH2:45][C:46]([CH3:49])([OH:47])[CH3:48])([CH2:9][CH2:8]3)[CH2:3][CH2:4]4)[N:17]=2)[C:22]2[CH:23]=[CH:24][CH:25]=[CH:26][C:21]=2[N:20]=1, predict the reactants needed to synthesize it. The reactants are: [NH2:1][C:2]12[CH2:9][CH2:8][C:5]([CH2:10][NH:11][C:12]3[N:17]=[C:16]([N:18]4[C:22]5[CH:23]=[CH:24][CH:25]=[CH:26][C:21]=5[N:20]=[C:19]4[CH:27]([F:29])[F:28])[CH:15]=[C:14]([N:30]4[CH2:35][CH2:34][O:33][CH2:32][CH2:31]4)[N:13]=3)([CH2:6][CH2:7]1)[CH2:4][CH2:3]2.C(N(CC)C(C)C)(C)C.[CH3:45][C:46]1([CH3:49])[CH2:48][O:47]1.